This data is from Reaction yield outcomes from USPTO patents with 853,638 reactions. The task is: Predict the reaction yield, written as a fraction of the theoretical maximum amount of product (1.0 means a 100% yield; for example, 0.34 means a 34% yield). The yield is 0.540. The product is [CH3:23][N:26]([CH2:6][C:7]1[CH:12]=[CH:11][C:10]([CH2:13][CH2:14][NH:15][C:16](=[O:17])[O:18][C:19]([CH3:22])([CH3:21])[CH3:20])=[CH:9][CH:8]=1)[CH3:27]. The reactants are CS(O[CH2:6][C:7]1[CH:12]=[CH:11][C:10]([CH2:13][CH2:14][NH:15][C:16]([O:18][C:19]([CH3:22])([CH3:21])[CH3:20])=[O:17])=[CH:9][CH:8]=1)(=O)=O.[CH:23]([N:26](CC)[CH:27](C)C)(C)C.CNC. The catalyst is O1CCCC1.